From a dataset of Forward reaction prediction with 1.9M reactions from USPTO patents (1976-2016). Predict the product of the given reaction. (1) Given the reactants [N:1]([C:4](=[CH:10][C:11]1[CH:16]=[CH:15][CH:14]=[C:13]([O:17][CH3:18])[C:12]=1[O:19][CH3:20])[C:5]([O:7][CH2:8][CH3:9])=[O:6])=[N+]=[N-], predict the reaction product. The product is: [CH3:20][O:19][C:12]1[C:13]([O:17][CH3:18])=[CH:14][CH:15]=[C:16]2[C:11]=1[CH:10]=[C:4]([C:5]([O:7][CH2:8][CH3:9])=[O:6])[NH:1]2. (2) The product is: [CH2:1]([O:8][C:9](=[O:10])[NH:11][C@@H:12]([C@@H:17]([O:19][CH3:20])[CH3:18])[CH2:13][OH:14])[C:2]1[CH:3]=[CH:4][CH:5]=[CH:6][CH:7]=1. Given the reactants [CH2:1]([O:8][C:9]([NH:11][C@@H:12]([C@@H:17]([O:19][CH3:20])[CH3:18])[C:13](OC)=[O:14])=[O:10])[C:2]1[CH:7]=[CH:6][CH:5]=[CH:4][CH:3]=1.O1CCCC1.[BH4-].[Na+], predict the reaction product. (3) Given the reactants Cl.[CH2:2]([O:4][C:5](=[O:8])[CH2:6][NH2:7])[CH3:3].[C:9](=S)([S:15]CC(O)=O)[S:10][CH2:11][C:12](O)=[O:13].C(N(CC)CC)C, predict the reaction product. The product is: [CH2:2]([O:4][C:5](=[O:8])[CH2:6][N:7]1[C:12](=[O:13])[CH2:11][S:10][C:9]1=[S:15])[CH3:3]. (4) Given the reactants [Cl:1][C:2]1[CH:7]=[CH:6][C:5]([NH:8][C:9]([NH:11][C:12]2[CH:17]=[CH:16][C:15]([O:18][C:19]3[CH:24]=[CH:23][N:22]=[C:21](S(C)(=O)=O)[N:20]=3)=[CH:14][C:13]=2[Cl:29])=[O:10])=[CH:4][C:3]=1[C:30]([F:33])([F:32])[F:31].[NH2:34][CH2:35][CH2:36][CH2:37][OH:38], predict the reaction product. The product is: [Cl:29][C:13]1[CH:14]=[C:15]([O:18][C:19]2[CH:24]=[CH:23][N:22]=[C:21]([NH:34][CH2:35][CH2:36][CH2:37][OH:38])[N:20]=2)[CH:16]=[CH:17][C:12]=1[NH:11][C:9]([NH:8][C:5]1[CH:6]=[CH:7][C:2]([Cl:1])=[C:3]([C:30]([F:33])([F:32])[F:31])[CH:4]=1)=[O:10].